Dataset: Full USPTO retrosynthesis dataset with 1.9M reactions from patents (1976-2016). Task: Predict the reactants needed to synthesize the given product. (1) Given the product [ClH:66].[NH2:36][C:37]1([C:41]2[CH:42]=[CH:43][C:44]([C:47]3[C:48](=[O:68])[C:49]4[C:54]([O:55][C:56]=3[C:57]3[CH:62]=[CH:61][CH:60]=[CH:59][CH:58]=3)=[C:53]3[N:63]([CH3:67])[N:64]=[C:65]([Cl:66])[C:52]3=[CH:51][CH:50]=4)=[CH:45][CH:46]=2)[CH2:40][CH2:39][CH2:38]1, predict the reactants needed to synthesize it. The reactants are: NC1(C2C=CC(C3C(=O)C4C(=CC=C(F)C=4)OC=3C3C=CC=CC=3)=CC=2)CCC1.C(OC(=O)[NH:36][C:37]1([C:41]2[CH:46]=[CH:45][C:44]([C:47]3[C:48](=[O:68])[C:49]4[C:54]([O:55][C:56]=3[C:57]3[CH:62]=[CH:61][CH:60]=[CH:59][CH:58]=3)=[C:53]3[N:63]([CH3:67])[N:64]=[C:65]([Cl:66])[C:52]3=[CH:51][CH:50]=4)=[CH:43][CH:42]=2)[CH2:40][CH2:39][CH2:38]1)(C)(C)C.C(O)(C(F)(F)F)=O. (2) Given the product [NH2:19][C:15]1[CH:16]=[CH:17][CH:18]=[C:11]([CH2:10][O:9][C:8]2[CH:22]=[CH:23][CH:24]=[C:6]([Cl:5])[CH:7]=2)[C:12]=1[C:13]#[N:14], predict the reactants needed to synthesize it. The reactants are: [Sn](Cl)Cl.Cl.[Cl:5][C:6]1[CH:7]=[C:8]([CH:22]=[CH:23][CH:24]=1)[O:9][CH2:10][C:11]1[CH:18]=[CH:17][CH:16]=[C:15]([N+:19]([O-])=O)[C:12]=1[C:13]#[N:14].[OH-].[K+]. (3) Given the product [CH3:2][N:3]([CH3:7])[CH2:4][CH2:5][O:8][C:9]1[CH:14]=[CH:13][C:12]([C:15](=[O:17])[CH3:16])=[CH:11][CH:10]=1, predict the reactants needed to synthesize it. The reactants are: Cl.[CH3:2][N:3]([CH3:7])[CH2:4][CH2:5]Cl.[OH:8][C:9]1[CH:14]=[CH:13][C:12]([C:15](=[O:17])[CH3:16])=[CH:11][CH:10]=1.C(=O)([O-])[O-].[K+].[K+].Cl. (4) Given the product [Cl:12][C:8]1[C:5]2=[N:6][CH:7]=[C:2]([O:19][CH2:18][C:16]3[N:15]=[CH:14][O:13][CH:17]=3)[N:3]=[C:4]2[CH:11]=[CH:10][N:9]=1, predict the reactants needed to synthesize it. The reactants are: Cl[C:2]1[N:3]=[C:4]2[CH:11]=[CH:10][N:9]=[C:8]([Cl:12])[C:5]2=[N:6][CH:7]=1.[O:13]1[CH:17]=[C:16]([CH2:18][OH:19])[N:15]=[CH:14]1.C(=O)([O-])[O-].[K+].[K+]. (5) Given the product [CH2:14]([N:21]1[CH2:26][CH2:25][C:24]([C:7]2[CH:12]=[CH:11][C:10]([F:13])=[CH:9][CH:8]=2)([OH:27])[CH:23]([CH3:28])[CH2:22]1)[C:15]1[CH:16]=[CH:17][CH:18]=[CH:19][CH:20]=1, predict the reactants needed to synthesize it. The reactants are: C([Li])CCC.Br[C:7]1[CH:12]=[CH:11][C:10]([F:13])=[CH:9][CH:8]=1.[CH2:14]([N:21]1[CH2:26][CH2:25][C:24](=[O:27])[CH:23]([CH3:28])[CH2:22]1)[C:15]1[CH:20]=[CH:19][CH:18]=[CH:17][CH:16]=1.Cl.[NH4+].[OH-]. (6) Given the product [CH3:1][O:2][CH2:3][C:4]1[CH:9]=[CH:8][CH:7]=[CH:6][C:5]=1[C:10](=[O:16])[C:11]([NH:20][CH3:19])=[O:12], predict the reactants needed to synthesize it. The reactants are: [CH3:1][O:2][CH2:3][C:4]1[CH:9]=[CH:8][CH:7]=[CH:6][C:5]=1[C:10](=[O:16])[C:11](OCC)=[O:12].CO.[CH3:19][NH2:20]. (7) Given the product [CH2:1]([O:8][C:9]1[CH:19]=[CH:18][C:17]([S:20]([C:23]2[CH:24]=[CH:25][C:26]([CH2:29][CH2:30][N:31]([CH2:40][C:41]3[CH:46]=[CH:45][CH:44]=[CH:43][CH:42]=3)[C:32](=[O:37])[C:33]([F:36])([F:35])[F:34])=[CH:27][CH:28]=2)(=[O:22])=[O:21])=[CH:16][C:10]=1[C:11]([O:13][CH2:14][CH3:15])=[O:12])[C:2]1[CH:3]=[CH:4][CH:5]=[CH:6][CH:7]=1, predict the reactants needed to synthesize it. The reactants are: [CH2:1]([O:8][C:9]1[CH:19]=[CH:18][C:17]([S:20]([C:23]2[CH:28]=[CH:27][C:26]([CH2:29][CH2:30][NH:31][C:32](=[O:37])[C:33]([F:36])([F:35])[F:34])=[CH:25][CH:24]=2)(=[O:22])=[O:21])=[CH:16][C:10]=1[C:11]([O:13][CH2:14][CH3:15])=[O:12])[C:2]1[CH:7]=[CH:6][CH:5]=[CH:4][CH:3]=1.[H-].[Na+].[CH2:40](Br)[C:41]1[CH:46]=[CH:45][CH:44]=[CH:43][CH:42]=1.O. (8) Given the product [Br:17][C:9]1[CH:8]=[C:7]2[C:12](=[CH:11][C:10]=1[S:13]([CH2:32][CH3:33])(=[O:15])=[O:14])[N:4]([C:1](=[O:3])[CH3:2])[CH2:5][C:6]2([CH3:19])[CH3:18], predict the reactants needed to synthesize it. The reactants are: [C:1]([N:4]1[C:12]2[C:7](=[CH:8][C:9]([Br:17])=[C:10]([S:13](Cl)(=[O:15])=[O:14])[CH:11]=2)[C:6]([CH3:19])([CH3:18])[CH2:5]1)(=[O:3])[CH3:2].[O-]S([O-])=O.[Na+].[Na+].C([O-])(O)=O.[Na+].I[CH2:32][CH3:33]. (9) Given the product [C:12]([O:11][C@@H:10]1[C@@H:9]([O:15][C:16](=[O:18])[CH3:17])[C@H:8]([C:19]2[CH:24]=[CH:23][C:22]([CH:25]3[CH2:27][CH2:26]3)=[C:21]([CH2:28][C:29]3[CH:38]=[CH:37][C:32]4[O:33][CH2:34][CH2:35][O:36][C:31]=4[CH:30]=3)[CH:20]=2)[O:7][CH:6]([S:45][CH3:44])[C@H:5]1[O:4][C:1](=[O:3])[CH3:2])(=[O:14])[CH3:13], predict the reactants needed to synthesize it. The reactants are: [C:1]([O:4][C@H:5]1[C@H:10]([O:11][C:12](=[O:14])[CH3:13])[C@@H:9]([O:15][C:16](=[O:18])[CH3:17])[C@H:8]([C:19]2[CH:24]=[CH:23][C:22]([CH:25]3[CH2:27][CH2:26]3)=[C:21]([CH2:28][C:29]3[CH:38]=[CH:37][C:32]4[O:33][CH2:34][CH2:35][O:36][C:31]=4[CH:30]=3)[CH:20]=2)[O:7][CH:6]1OC(=O)C)(=[O:3])[CH3:2].N[C:44](N)=[S:45].FC(F)(F)S(O[Si](C)(C)C)(=O)=O.CI.C(N(C(C)C)CC)(C)C. (10) Given the product [Br:26][C:5]1[C:6]([N:11]2[CH2:16][CH2:15][N:14]([CH2:17][CH3:18])[CH2:13][CH2:12]2)=[C:7]([N+:8]([O-:10])=[O:9])[C:2]([NH2:1])=[N:3][CH:4]=1, predict the reactants needed to synthesize it. The reactants are: [NH2:1][C:2]1[C:7]([N+:8]([O-:10])=[O:9])=[C:6]([N:11]2[CH2:16][CH2:15][N:14]([CH2:17][C:18](NC3SC=CN=3)=O)[CH2:13][CH2:12]2)[C:5]([Br:26])=[CH:4][N:3]=1.BrC1C(Cl)=C([N+]([O-])=O)C(N)=NC=1.CCN(C(C)C)C(C)C.C(N1CCNCC1)C.